Dataset: Catalyst prediction with 721,799 reactions and 888 catalyst types from USPTO. Task: Predict which catalyst facilitates the given reaction. Reactant: [CH3:1][O:2][CH2:3][CH2:4][NH:5][C:6]([C:8]1[C:9]2[CH2:10][CH2:11][C:12]3([NH:21][C:22]=2[C:23]2[N:28]=[C:27]([CH3:29])[N:26]([CH3:30])[C:24]=2[CH:25]=1)[CH2:20][C:19]1[C:14](=[CH:15][CH:16]=[CH:17][CH:18]=1)[CH2:13]3)=[O:7].[C:31]([OH:38])(=[O:37])/[CH:32]=[CH:33]\[C:34]([OH:36])=[O:35].ClCCCl. Product: [C:31]([OH:38])(=[O:37])/[CH:32]=[CH:33]\[C:34]([OH:36])=[O:35].[CH3:1][O:2][CH2:3][CH2:4][NH:5][C:6]([C:8]1[C:9]2[CH2:10][CH2:11][C:12]3([NH:21][C:22]=2[C:23]2[N:28]=[C:27]([CH3:29])[N:26]([CH3:30])[C:24]=2[CH:25]=1)[CH2:20][C:19]1[C:14](=[CH:15][CH:16]=[CH:17][CH:18]=1)[CH2:13]3)=[O:7]. The catalyst class is: 5.